Dataset: Forward reaction prediction with 1.9M reactions from USPTO patents (1976-2016). Task: Predict the product of the given reaction. (1) Given the reactants [Cl:1][C:2]1[CH:7]=[C:6]([Cl:8])[CH:5]=[CH:4][C:3]=1[C:9]1[CH:10]=[C:11]2[C@@H:21]3[CH2:22][N:23](C(OC(C)(C)C)=O)[CH2:24][CH2:25][C@@H:20]3[N:13]3[CH2:14][CH2:15][N:16]([CH3:19])[C:17]([CH:18]=1)=[C:12]23.[OH-].[Na+], predict the reaction product. The product is: [Cl:1][C:2]1[CH:7]=[C:6]([Cl:8])[CH:5]=[CH:4][C:3]=1[C:9]1[CH:10]=[C:11]2[C@@H:21]3[CH2:22][NH:23][CH2:24][CH2:25][C@@H:20]3[N:13]3[CH2:14][CH2:15][N:16]([CH3:19])[C:17]([CH:18]=1)=[C:12]23. (2) Given the reactants [CH3:1][C:2]1[NH:20][C:5]2=[N:6][C:7]([N:14]3[CH2:19][CH2:18][O:17][CH2:16][CH2:15]3)=[CH:8][C:9]([C:10]([O:12][CH3:13])=[O:11])=[C:4]2[N:3]=1.Br[CH2:22][C:23]1[CH:28]=[CH:27][CH:26]=[C:25]([Cl:29])[C:24]=1[CH3:30].C([O-])([O-])=O.[Na+].[Na+].O, predict the reaction product. The product is: [Cl:29][C:25]1[C:24]([CH3:30])=[C:23]([CH:28]=[CH:27][CH:26]=1)[CH2:22][N:20]1[C:5]2=[N:6][C:7]([N:14]3[CH2:15][CH2:16][O:17][CH2:18][CH2:19]3)=[CH:8][C:9]([C:10]([O:12][CH3:13])=[O:11])=[C:4]2[N:3]=[C:2]1[CH3:1]. (3) The product is: [CH3:1][C:2]1[NH:3][C:4]([CH3:25])=[C:5]([C:21]([O:23][CH3:24])=[O:22])[CH:6]([C@H:12]2[CH2:16][CH2:15][C@@H:14]([C:17]([OH:19])=[O:18])[CH2:13]2)[C:7]=1[C:8]([O:10][CH3:11])=[O:9]. Given the reactants [CH3:1][C:2]1[NH:3][C:4]([CH3:25])=[C:5]([C:21]([O:23][CH3:24])=[O:22])[CH:6]([C@H:12]2[CH2:16][CH2:15][C@@H:14]([C:17]([O:19]C)=[O:18])[CH2:13]2)[C:7]=1[C:8]([O:10][CH3:11])=[O:9].[OH-].[Na+].Cl, predict the reaction product. (4) Given the reactants C[O:2][CH:3](OC)[CH2:4][O:5][C:6]1[CH:11]=[CH:10][C:9]([C:12]2[O:13][C:14]3[CH:20]=[C:19]([C:21]4[CH:22]([CH2:28][CH3:29])[CH2:23][C:24](=[O:27])[NH:25][N:26]=4)[CH:18]=[CH:17][C:15]=3[N:16]=2)=[CH:8][CH:7]=1.Cl.O1CCOCC1, predict the reaction product. The product is: [CH2:28]([CH:22]1[CH2:23][C:24](=[O:27])[NH:25][N:26]=[C:21]1[C:19]1[CH:18]=[CH:17][C:15]2[N:16]=[C:12]([C:9]3[CH:10]=[CH:11][C:6]([O:5][CH2:4][CH:3]=[O:2])=[CH:7][CH:8]=3)[O:13][C:14]=2[CH:20]=1)[CH3:29].